Regression/Classification. Given a drug SMILES string, predict its absorption, distribution, metabolism, or excretion properties. Task type varies by dataset: regression for continuous measurements (e.g., permeability, clearance, half-life) or binary classification for categorical outcomes (e.g., BBB penetration, CYP inhibition). Dataset: cyp2d6_veith. From a dataset of CYP2D6 inhibition data for predicting drug metabolism from PubChem BioAssay. (1) The drug is CC(C)C[C@H]1C(=O)N2CCC[C@@H]2[C@@]2(O)O[C@](NC(=O)[C@@H]3C=C4c5cccc6[nH]cc(c56)C[C@@H]4N(C)C3)(C(C)C)C(=O)N12. The result is 0 (non-inhibitor). (2) The compound is O=C(NC(N1CCCC1)C(Cl)(Cl)Cl)c1ccccc1. The result is 0 (non-inhibitor).